This data is from Forward reaction prediction with 1.9M reactions from USPTO patents (1976-2016). The task is: Predict the product of the given reaction. (1) Given the reactants [CH2:1]([O:8][C:9]1[N:14]=[C:13]([NH:15][C:16]2[CH:21]=[CH:20][C:19]([CH2:22][CH3:23])=[CH:18][CH:17]=2)[C:12]([N+:24]([O-])=O)=[CH:11][CH:10]=1)[C:2]1[CH:7]=[CH:6][CH:5]=[CH:4][CH:3]=1, predict the reaction product. The product is: [CH2:1]([O:8][C:9]1[N:14]=[C:13]([NH:15][C:16]2[CH:17]=[CH:18][C:19]([CH2:22][CH3:23])=[CH:20][CH:21]=2)[C:12]([NH2:24])=[CH:11][CH:10]=1)[C:2]1[CH:7]=[CH:6][CH:5]=[CH:4][CH:3]=1. (2) Given the reactants C([O:3][C:4]([C:6]1[CH:7]=[CH:8][C:9]2[N:10]([C:12]([S:15][C:16]3[CH:17]=[C:18]4[C:23](=[CH:24][CH:25]=3)[N:22]=[CH:21][C:20]([N:26]3[CH2:31][CH2:30][O:29][CH2:28][CH2:27]3)=[CH:19]4)=[N:13][N:14]=2)[CH:11]=1)=[CH2:5])C.Cl.C([O-])(O)=O.[Na+], predict the reaction product. The product is: [O:29]1[CH2:28][CH2:27][N:26]([C:20]2[CH:21]=[N:22][C:23]3[C:18]([CH:19]=2)=[CH:17][C:16]([S:15][C:12]2[N:10]4[CH:11]=[C:6]([C:4](=[O:3])[CH3:5])[CH:7]=[CH:8][C:9]4=[N:14][N:13]=2)=[CH:25][CH:24]=3)[CH2:31][CH2:30]1.